This data is from Reaction yield outcomes from USPTO patents with 853,638 reactions. The task is: Predict the reaction yield, written as a fraction of the theoretical maximum amount of product (1.0 means a 100% yield; for example, 0.34 means a 34% yield). (1) The reactants are I[C:2]1[CH:14]=[CH:13][C:5]2[C:6](=[O:12])[CH2:7][CH2:8][C:9](=[O:11])[NH:10][C:4]=2[CH:3]=1.CCOC(C)=O.O.[CH3:22][N:23](C=O)C. The catalyst is [C-]#N.[C-]#N.[Zn+2].C1C=CC([P]([Pd]([P](C2C=CC=CC=2)(C2C=CC=CC=2)C2C=CC=CC=2)([P](C2C=CC=CC=2)(C2C=CC=CC=2)C2C=CC=CC=2)[P](C2C=CC=CC=2)(C2C=CC=CC=2)C2C=CC=CC=2)(C2C=CC=CC=2)C2C=CC=CC=2)=CC=1. The product is [C:22]([C:2]1[CH:14]=[CH:13][C:5]2[C:6](=[O:12])[CH2:7][CH2:8][C:9](=[O:11])[NH:10][C:4]=2[CH:3]=1)#[N:23]. The yield is 0.700. (2) The product is [N:1]1([C@@H:6]([CH2:11][CH2:12][OH:13])[CH2:7][OH:8])[CH:5]=[CH:4][CH:3]=[CH:2]1. The reactants are [N:1]1([C@@H:6]([CH2:11][C:12](OC)=[O:13])[C:7](OC)=[O:8])[CH:5]=[CH:4][CH:3]=[CH:2]1.[H-].[H-].[H-].[H-].[Li+].[Al+3].Cl.O. The catalyst is C1COCC1.CCOC(C)=O. The yield is 0.630. (3) The product is [Br:1][C:2]1[CH:10]=[CH:9][C:5]([C:6]([NH:17][NH:16][C:15]([O:19][C:20]([CH3:23])([CH3:22])[CH3:21])=[O:18])=[O:7])=[C:4]([C:11]([F:14])([F:13])[F:12])[CH:3]=1. The yield is 0.240. The catalyst is O1CCCC1. The reactants are [Br:1][C:2]1[CH:10]=[CH:9][C:5]([C:6](Cl)=[O:7])=[C:4]([C:11]([F:14])([F:13])[F:12])[CH:3]=1.[C:15]([O:19][C:20]([CH3:23])([CH3:22])[CH3:21])(=[O:18])[NH:16][NH2:17].N1C=CC=CC=1.O. (4) The reactants are ClS(O)(=O)=O.S(=O)(=O)(O)O.C(O)(=O)/C=C/C(O)=O.C(O)(=O)/C=C\C(O)=O.[N+:27]([C:30]1[CH:46]=[CH:45][CH:44]=[CH:43][C:31]=1[O:32]/[C:33](=[CH:38]\[C:39]([O:41]C)=O)/[C:34]([O:36][CH3:37])=[O:35])([O-:29])=[O:28].[N+](C1C=CC=CC=1O/C(=C/C(OC)=O)/C(OC)=O)([O-])=O. No catalyst specified. The product is [N+:27]([C:30]1[C:31]2[O:32][C:33]([C:34]([O:36][CH3:37])=[O:35])=[CH:38][C:39](=[O:41])[C:43]=2[CH:44]=[CH:45][CH:46]=1)([O-:29])=[O:28]. The yield is 0.880.